This data is from Forward reaction prediction with 1.9M reactions from USPTO patents (1976-2016). The task is: Predict the product of the given reaction. (1) Given the reactants [Al+3].[Cl-].[Cl-].[Cl-].[CH3:5][O:6][C:7]1[CH:50]=[CH:49][C:10]([CH2:11][N:12]([C:31]2[CH:40]=[CH:39][C:38]3[C:33](=[CH:34][CH:35]=[C:36]([O:41]CC4C=CC=CC=4)[CH:37]=3)[CH:32]=2)[C:13](=[O:30])[C:14]2[CH:19]=[CH:18][C:17]([O:20][CH3:21])=[C:16]([C:22]3[CH:27]=[CH:26][CH:25]=[C:24]([O:28][CH3:29])[CH:23]=3)[CH:15]=2)=[CH:9][CH:8]=1, predict the reaction product. The product is: [CH3:5][O:6][C:7]1[CH:8]=[CH:9][C:10]([CH2:11][N:12]([C:31]2[CH:40]=[CH:39][C:38]3[C:33](=[CH:34][CH:35]=[C:36]([OH:41])[CH:37]=3)[CH:32]=2)[C:13](=[O:30])[C:14]2[CH:19]=[CH:18][C:17]([O:20][CH3:21])=[C:16]([C:22]3[CH:27]=[CH:26][CH:25]=[C:24]([O:28][CH3:29])[CH:23]=3)[CH:15]=2)=[CH:49][CH:50]=1. (2) Given the reactants [C:1](Cl)(=O)[C:2]([Cl:4])=[O:3].[C:7]([C:9]1[CH:10]=C([CH:15]=[C:16]([O:18][C:19]([F:22])([F:21])[F:20])[CH:17]=1)C(O)=O)#[N:8], predict the reaction product. The product is: [C:7]([C:9]1[CH:10]=[C:1]([CH:15]=[C:16]([O:18][C:19]([F:20])([F:22])[F:21])[CH:17]=1)[C:2]([Cl:4])=[O:3])#[N:8].